The task is: Predict the product of the given reaction.. This data is from Forward reaction prediction with 1.9M reactions from USPTO patents (1976-2016). (1) Given the reactants [CH2:1]1[C:10]2[C:5](=[CH:6][CH:7]=[CH:8][CH:9]=2)[CH2:4][CH2:3][N:2]1[CH2:11][CH2:12][N:13]=[C:14]1[C:23]2[C:18](=[CH:19][CH:20]=[C:21]([N+:24]([O-:26])=[O:25])[CH:22]=2)[CH2:17][CH2:16][CH2:15]1.C(O)(=O)C.[BH-](OC(C)=O)(OC(C)=O)OC(C)=O.[Na+], predict the reaction product. The product is: [CH2:1]1[C:10]2[C:5](=[CH:6][CH:7]=[CH:8][CH:9]=2)[CH2:4][CH2:3][N:2]1[CH2:11][CH2:12][NH:13][CH:14]1[C:23]2[C:18](=[CH:19][CH:20]=[C:21]([N+:24]([O-:26])=[O:25])[CH:22]=2)[CH2:17][CH2:16][CH2:15]1. (2) The product is: [Cl:1][C:2]1[N:11]=[C:10]([NH:16][CH2:13][CH2:14][CH3:15])[C:9]2[C:4](=[CH:5][CH:6]=[CH:7][CH:8]=2)[N:3]=1. Given the reactants [Cl:1][C:2]1[N:11]=[C:10](Cl)[C:9]2[C:4](=[CH:5][CH:6]=[CH:7][CH:8]=2)[N:3]=1.[CH2:13]([NH2:16])[CH2:14][CH3:15].C(N(CC)CC)C, predict the reaction product. (3) Given the reactants [Cl:1][C:2]1[CH:3]=[C:4]([OH:9])[CH:5]=[N:6][C:7]=1[Cl:8].[CH3:10][O:11][C:12]1[CH:19]=[CH:18][C:15]([CH2:16]Cl)=[CH:14][CH:13]=1.C([O-])([O-])=O.[K+].[K+], predict the reaction product. The product is: [Cl:8][C:7]1[C:2]([Cl:1])=[CH:3][C:4]([O:9][CH2:16][C:15]2[CH:18]=[CH:19][C:12]([O:11][CH3:10])=[CH:13][CH:14]=2)=[CH:5][N:6]=1. (4) Given the reactants C[O:2][C:3]1[CH:4]=[C:5]([CH:9]([CH3:13])[C:10]([OH:12])=[O:11])[CH:6]=[CH:7][CH:8]=1, predict the reaction product. The product is: [OH:2][C:3]1[CH:4]=[C:5]([CH:9]([CH3:13])[C:10]([OH:12])=[O:11])[CH:6]=[CH:7][CH:8]=1. (5) Given the reactants [Br:1][C:2]1[C:10]([O:11][CH:12]([F:14])[F:13])=[C:9]([Br:15])[CH:8]=[CH:7][C:3]=1[C:4](O)=[O:5].C[N:17](C)C=O.C(Cl)(=O)C(Cl)=O, predict the reaction product. The product is: [Br:1][C:2]1[C:10]([O:11][CH:12]([F:14])[F:13])=[C:9]([Br:15])[CH:8]=[CH:7][C:3]=1[C:4]([NH2:17])=[O:5].